Dataset: Ames mutagenicity test results for genotoxicity prediction. Task: Regression/Classification. Given a drug SMILES string, predict its toxicity properties. Task type varies by dataset: regression for continuous values (e.g., LD50, hERG inhibition percentage) or binary classification for toxic/non-toxic outcomes (e.g., AMES mutagenicity, cardiotoxicity, hepatotoxicity). Dataset: ames. The drug is Fc1cnc2c(ccc3ccccc32)c1. The result is 0 (non-mutagenic).